From a dataset of Forward reaction prediction with 1.9M reactions from USPTO patents (1976-2016). Predict the product of the given reaction. (1) Given the reactants [N+:1]([C:4]1[CH:5]=[C:6]([CH:8]=[CH:9][CH:10]=1)[NH2:7])([O-:3])=[O:2].[C:11]1([S:17](Cl)(=[O:19])=[O:18])[CH:16]=[CH:15][CH:14]=[CH:13][CH:12]=1, predict the reaction product. The product is: [N+:1]([C:4]1[CH:5]=[C:6]([NH:7][S:17]([C:11]2[CH:16]=[CH:15][CH:14]=[CH:13][CH:12]=2)(=[O:19])=[O:18])[CH:8]=[CH:9][CH:10]=1)([O-:3])=[O:2]. (2) Given the reactants CN(C)C1C=CC(CNC(=O)NCCCC([NH:16][OH:17])=O)=CC=1.C1(C)C=CC(S(O)(=O)=[O:29])=CC=1.C(O[C:41](=[O:49])[CH2:42][CH2:43][CH2:44][CH2:45][CH2:46][CH2:47][NH2:48])C1C=CC=CC=1.Cl.Cl.[CH3:52][N:53]([CH3:62])[C:54]1[CH:61]=[CH:60][C:57](CN)=[CH:56][CH:55]=1.Cl.Cl.C[N:66]([CH3:74])C1C=CC(N)=CC=1, predict the reaction product. The product is: [OH:17][NH:16][C:41](=[O:49])[CH2:42][CH2:43][CH2:44][CH2:45][CH2:46][CH2:47][NH:48][C:74]([NH:66][C:57]1[CH:56]=[CH:55][C:54]([N:53]([CH3:52])[CH3:62])=[CH:61][CH:60]=1)=[O:29]. (3) Given the reactants [N+](C1C=CC(C(O[CH:11]2[CH:16]([C:17]3[CH:22]=[CH:21][C:20]([F:23])=[CH:19][C:18]=3[CH3:24])[CH:15]([CH2:25][O:26][CH2:27][C:28]3[CH:33]=[CH:32][CH:31]=[CH:30][CH:29]=3)[CH:14]([CH2:34][O:35][C:36](=[O:46])[C:37]3[CH:42]=[CH:41][C:40]([N+:43]([O-:45])=[O:44])=[CH:39][CH:38]=3)[CH2:13][O:12]2)=O)=CC=1)([O-])=O.[F:49][C:50]([F:65])([F:64])[C:51]1[CH:52]=[C:53]([C@H:61]([OH:63])[CH3:62])[CH:54]=[C:55]([C:57]([F:60])([F:59])[F:58])[CH:56]=1.B(F)(F)F.CCOCC, predict the reaction product. The product is: [N+:43]([C:40]1[CH:41]=[CH:42][C:37]([C:36]([O:35][CH2:34][C@@H:14]2[C@@H:15]([CH2:25][O:26][CH2:27][C:28]3[CH:33]=[CH:32][CH:31]=[CH:30][CH:29]=3)[C@H:16]([C:17]3[CH:22]=[CH:21][C:20]([F:23])=[CH:19][C:18]=3[CH3:24])[C@@H:11]([O:63][C@@H:61]([C:53]3[CH:52]=[C:51]([C:50]([F:64])([F:65])[F:49])[CH:56]=[C:55]([C:57]([F:58])([F:59])[F:60])[CH:54]=3)[CH3:62])[O:12][CH2:13]2)=[O:46])=[CH:38][CH:39]=1)([O-:45])=[O:44]. (4) Given the reactants C(OC(=O)[NH:7][C@H:8]1[CH2:13][CH2:12][CH2:11][CH2:10][C@H:9]1[NH:14][C:15]1[N:16]=[CH:17][C:18]2[C:24]([CH:25]([F:27])[F:26])=[N:23][CH:22]=[C:21]([C:28]3[C:36]4[C:31](=[CH:32][C:33]([C:37]#[N:38])=[CH:34][CH:35]=4)[NH:30][CH:29]=3)[C:19]=2[N:20]=1)(C)(C)C.FC(F)(F)C(O)=O.C([O-])(O)=O.[Na+], predict the reaction product. The product is: [NH2:7][C@H:8]1[CH2:13][CH2:12][CH2:11][CH2:10][C@H:9]1[NH:14][C:15]1[N:16]=[CH:17][C:18]2[C:24]([CH:25]([F:27])[F:26])=[N:23][CH:22]=[C:21]([C:28]3[C:36]4[C:31](=[CH:32][C:33]([C:37]#[N:38])=[CH:34][CH:35]=4)[NH:30][CH:29]=3)[C:19]=2[N:20]=1. (5) Given the reactants C(O)(C(F)(F)F)=O.[CH2:8]([N:10]([CH2:35][CH3:36])[C:11]([C:13]1[CH:14]=[CH:15][C:16]2[CH:17]([CH:29]3[CH2:34][CH2:33][NH:32][CH2:31][CH2:30]3)[C:18]3[C:23]([O:24][C:25]=2[CH:26]=1)=[C:22]([O:27]C)[CH:21]=[CH:20][CH:19]=3)=[O:12])[CH3:9].B(Br)(Br)Br.CO, predict the reaction product. The product is: [CH2:35]([N:10]([CH2:8][CH3:9])[C:11]([C:13]1[CH:14]=[CH:15][C:16]2[CH:17]([CH:29]3[CH2:34][CH2:33][NH:32][CH2:31][CH2:30]3)[C:18]3[C:23]([O:24][C:25]=2[CH:26]=1)=[C:22]([OH:27])[CH:21]=[CH:20][CH:19]=3)=[O:12])[CH3:36]. (6) Given the reactants [C:1]([C:5]1[O:6][C:7]2[C:13]([C:14]([C@@H:16]3[CH2:21][CH2:20][CH2:19][N:18]([C:22]([O:24][C:25]([CH3:28])([CH3:27])[CH3:26])=[O:23])[CH2:17]3)=[O:15])=[CH:12][CH:11]=[CH:10][C:8]=2[N:9]=1)([CH3:4])([CH3:3])[CH3:2].[CH3:29][O:30][CH2:31][CH2:32][CH2:33][CH2:34][Mg]Cl.C([O-])(O)=O.[Na+], predict the reaction product. The product is: [C:1]([C:5]1[O:6][C:7]2[C:13]([C@:14]([C@@H:16]3[CH2:21][CH2:20][CH2:19][N:18]([C:22]([O:24][C:25]([CH3:28])([CH3:27])[CH3:26])=[O:23])[CH2:17]3)([OH:15])[CH2:34][CH2:33][CH2:32][CH2:31][O:30][CH3:29])=[CH:12][CH:11]=[CH:10][C:8]=2[N:9]=1)([CH3:4])([CH3:2])[CH3:3]. (7) Given the reactants [Cl:1][C:2]1[CH:3]=[C:4]([N:17]([C:28]2[CH:33]=[CH:32][C:31]([F:34])=[CH:30][C:29]=2[CH3:35])[C:18]([O:20][CH:21]([O:23][C:24](=[O:27])[CH2:25][CH3:26])[CH3:22])=[O:19])[CH:5]=[CH:6][C:7]=1[C:8](=[O:16])[C:9]1[CH:14]=[CH:13][CH:12]=[CH:11][C:10]=1[CH3:15].ClC(O[C:40](=O)[N:41](C1C=CC(C(=O)C2C=CC=CC=2C)=C(Cl)C=1)[C:42]1C=CC(F)=C[C:43]=1C)C.C([O-])(=O)C1C=CN=CC=1.C([N+](CCCC)(CCCC)CCCC)CCC, predict the reaction product. The product is: [Cl:1][C:2]1[CH:3]=[C:4]([N:17]([C:28]2[CH:33]=[CH:32][C:31]([F:34])=[CH:30][C:29]=2[CH3:35])[C:18]([O:20][CH:21]([O:23][C:24](=[O:27])[C:25]2[CH:43]=[CH:42][N:41]=[CH:40][CH:26]=2)[CH3:22])=[O:19])[CH:5]=[CH:6][C:7]=1[C:8](=[O:16])[C:9]1[CH:14]=[CH:13][CH:12]=[CH:11][C:10]=1[CH3:15]. (8) Given the reactants C(OC(=O)[NH:7][CH:8]([CH:11]([C:13]1[O:14][C:15]2[CH:21]=[CH:20][CH:19]=[CH:18][C:16]=2[N:17]=1)[OH:12])[CH2:9][CH3:10])(C)(C)C.[C:23]([OH:29])([C:25]([F:28])([F:27])[F:26])=[O:24], predict the reaction product. The product is: [OH:29][C:23]([C:25]([F:28])([F:27])[F:26])=[O:24].[NH2:7][CH:8]([CH2:9][CH3:10])[C:11]([C:13]1[O:14][C:15]2[CH:21]=[CH:20][CH:19]=[CH:18][C:16]=2[N:17]=1)=[O:12]. (9) Given the reactants [CH3:1][O:2][C:3]([C@@H:5]1[CH2:39][C@@H:38]2[CH2:40][N:6]1[C:7](=[O:47])[C@H:8]([C:43]([CH3:46])([CH3:45])[CH3:44])[NH:9][C:10](=[O:42])[O:11][C@@H:12]1[CH2:41][C@H:13]1[CH2:14][CH2:15][CH2:16][CH2:17][CH2:18][C:19]1[C:20]([O:37]2)=[N:21][C:22]2[CH:23]=[CH:24][CH:25]=[CH:26][C:27]=2[C:28]=1OS(C(F)(F)F)(=O)=O)=[O:4].[CH2:48]([Sn](CCCC)(CCCC)C=C)[CH2:49]CC, predict the reaction product. The product is: [CH3:1][O:2][C:3]([C@@H:5]1[CH2:39][C@@H:38]2[CH2:40][N:6]1[C:7](=[O:47])[C@H:8]([C:43]([CH3:46])([CH3:45])[CH3:44])[NH:9][C:10](=[O:42])[O:11][C@@H:12]1[CH2:41][C@H:13]1[CH2:14][CH2:15][CH2:16][CH2:17][CH2:18][C:19]1[C:20]([O:37]2)=[N:21][C:22]2[CH:23]=[CH:24][CH:25]=[CH:26][C:27]=2[C:28]=1[CH:48]=[CH2:49])=[O:4]. (10) Given the reactants Cl[C:2]1[C:7]([N+:8]([O-:10])=[O:9])=[C:6]([NH2:11])[CH:5]=[C:4]([Cl:12])[N:3]=1.[O:13]([CH3:15])[Na], predict the reaction product. The product is: [Cl:12][C:4]1[N:3]=[C:2]([O:13][CH3:15])[C:7]([N+:8]([O-:10])=[O:9])=[C:6]([NH2:11])[CH:5]=1.